This data is from Full USPTO retrosynthesis dataset with 1.9M reactions from patents (1976-2016). The task is: Predict the reactants needed to synthesize the given product. (1) Given the product [C:32]([O:22][C:16]1[CH:17]=[CH:18][C:19]([Cl:21])=[CH:20][C:15]=1[C:14]([NH:13][C:5]1[CH:6]=[C:7]([C:9]([F:10])([F:11])[F:12])[CH:8]=[C:3]([C:2]([F:1])([F:24])[F:25])[CH:4]=1)=[O:23])(=[O:34])[CH3:33], predict the reactants needed to synthesize it. The reactants are: [F:1][C:2]([F:25])([F:24])[C:3]1[CH:4]=[C:5]([NH:13][C:14](=[O:23])[C:15]2[CH:20]=[C:19]([Cl:21])[CH:18]=[CH:17][C:16]=2[OH:22])[CH:6]=[C:7]([C:9]([F:12])([F:11])[F:10])[CH:8]=1.N1C=CC=CC=1.[C:32](Cl)(=[O:34])[CH3:33]. (2) Given the product [CH2:19]([N:21]([CH2:22][CH3:23])[C:3]1[CH:4]=[C:5]([CH3:13])[C:6]2[N:7]([C:9]([NH2:12])=[N:10][N:11]=2)[N:8]=1)[CH3:20], predict the reactants needed to synthesize it. The reactants are: Br.Cl[C:3]1[CH:4]=[C:5]([CH3:13])[C:6]2[N:7]([C:9]([NH2:12])=[N:10][N:11]=2)[N:8]=1.CN(C=O)C.[CH2:19]([NH:21][CH2:22][CH3:23])[CH3:20]. (3) Given the product [O:1]1[CH:5]2[O:6][CH2:7][CH2:8][CH:4]2[CH:3]([O:9][C:10](=[O:51])[NH:11][CH:12]([CH2:44][C:45]2[CH:50]=[CH:49][CH:48]=[CH:47][CH:46]=2)[CH:13]([OH:43])[CH2:14][N:15]([S:20]([C:23]2[CH:28]=[CH:27][C:26]([NH2:29])=[C:25]([NH:32][CH:33]3[CH2:37][CH2:36][N:35]([CH:38]4[CH2:42][CH2:41][CH2:40][CH2:39]4)[CH2:34]3)[CH:24]=2)(=[O:21])=[O:22])[CH2:16][CH:17]([CH3:19])[CH3:18])[CH2:2]1, predict the reactants needed to synthesize it. The reactants are: [O:1]1[CH:5]2[O:6][CH2:7][CH2:8][CH:4]2[CH:3]([O:9][C:10](=[O:51])[NH:11][CH:12]([CH2:44][C:45]2[CH:50]=[CH:49][CH:48]=[CH:47][CH:46]=2)[CH:13]([OH:43])[CH2:14][N:15]([S:20]([C:23]2[CH:28]=[CH:27][C:26]([N+:29]([O-])=O)=[C:25]([NH:32][CH:33]3[CH2:37][CH2:36][N:35]([CH:38]4[CH2:42][CH2:41][CH2:40][CH2:39]4)[CH2:34]3)[CH:24]=2)(=[O:22])=[O:21])[CH2:16][CH:17]([CH3:19])[CH3:18])[CH2:2]1.C([O-])=O.[NH4+]. (4) The reactants are: [CH:1]1([N:7]([CH2:21][CH2:22][C:23]2C=CC=C[CH:24]=2)[C:8](=[O:20])[NH:9][C:10]2[S:11][C:12]([S:15][CH2:16][C:17]([OH:19])=[O:18])=[CH:13][N:14]=2)[CH2:6][CH2:5][CH2:4][CH2:3][CH2:2]1.[CH:29](=O)CCC.C[C@H]1CC[C@H](N)CC1.C(OC(=O)CSC1SC(N)=NC=1)C. Given the product [CH2:21]([N:7]([C@H:1]1[CH2:6][CH2:5][C@H:4]([CH3:29])[CH2:3][CH2:2]1)[C:8](=[O:20])[NH:9][C:10]1[S:11][C:12]([S:15][CH2:16][C:17]([OH:19])=[O:18])=[CH:13][N:14]=1)[CH2:22][CH2:23][CH3:24], predict the reactants needed to synthesize it. (5) Given the product [CH2:15]([O:14][C:7]1[CH:8]=[C:9]2[C:4](=[CH:5][CH:6]=1)[N:3]=[CH:2][C:11]([F:12])=[CH:10]2)[CH3:16], predict the reactants needed to synthesize it. The reactants are: Cl[C:2]1[C:11]([F:12])=[C:10](Cl)[C:9]2[C:4](=[CH:5][CH:6]=[C:7]([O:14][CH2:15][CH3:16])[CH:8]=2)[N:3]=1. (6) Given the product [Si:14]([O:13][CH2:12][CH2:11][C:10]1[CH:21]=[CH:22][C:7]([B:25]([OH:28])[OH:26])=[CH:8][C:9]=1[CH2:23][CH3:24])([C:17]([CH3:20])([CH3:19])[CH3:18])([CH3:16])[CH3:15], predict the reactants needed to synthesize it. The reactants are: C([Li])CCC.Br[C:7]1[CH:22]=[CH:21][C:10]([CH2:11][CH2:12][O:13][Si:14]([C:17]([CH3:20])([CH3:19])[CH3:18])([CH3:16])[CH3:15])=[C:9]([CH2:23][CH3:24])[CH:8]=1.[B:25](OC)([O:28]C)[O:26]C.Cl. (7) Given the product [CH2:1]([S:15][C:12]1[CH:13]=[CH:14][C:9]([F:8])=[CH:10][CH:11]=1)[CH3:2], predict the reactants needed to synthesize it. The reactants are: [CH2:1](N(CC)CC)[CH3:2].[F:8][C:9]1[CH:14]=[CH:13][C:12]([SH:15])=[CH:11][CH:10]=1.ICC. (8) The reactants are: [CH2:1]([O:3][C:4]([C:6]1([NH2:11])[CH2:8][CH:7]1[CH:9]=[CH2:10])=[O:5])[CH3:2].CO.[P:14](=[O:18])([OH:17])([OH:16])[OH:15]. Given the product [P:14]([OH:18])([OH:17])([OH:16])=[O:15].[CH2:1]([O:3][C:4]([C:6]1([NH2:11])[CH2:8][CH:7]1[CH:9]=[CH2:10])=[O:5])[CH3:2], predict the reactants needed to synthesize it.